From a dataset of Full USPTO retrosynthesis dataset with 1.9M reactions from patents (1976-2016). Predict the reactants needed to synthesize the given product. (1) Given the product [C:43]([O:47][C:23]([NH:20][C@@H:12]1[CH2:13][C@H:11]1[C:9]1[CH:10]=[C:5]([CH:6]=[CH:7][C:8]=1[CH3:17])[C:3]([O:2][CH3:1])=[O:4])=[O:32])([CH3:46])([CH3:45])[CH3:44], predict the reactants needed to synthesize it. The reactants are: [CH3:1][O:2][C:3]([C:5]1[CH:6]=[CH:7][C:8]([CH3:17])=[C:9]([C@@H:11]2[CH2:13][C@H:12]2C(O)=O)[CH:10]=1)=[O:4].C([N:20]([CH2:23]C)CC)C.C1(P(N=[N+]=[N-])(C2C=CC=CC=2)=[O:32])C=CC=CC=1.O.[C:43]([OH:47])([CH3:46])([CH3:45])[CH3:44]. (2) Given the product [Cl:1][C:2]1[CH:10]=[CH:9][C:8]2[N:7]([CH2:27][CH2:28][O:29][C:30]3[CH:35]=[CH:34][CH:33]=[CH:32][CH:31]=3)[C:6]3[CH2:11][CH2:12][N:13]([C:16]([O:18][C:19]([CH3:20])([CH3:22])[CH3:21])=[O:17])[CH2:14][CH2:15][C:5]=3[C:4]=2[C:3]=1[Cl:23], predict the reactants needed to synthesize it. The reactants are: [Cl:1][C:2]1[CH:10]=[CH:9][C:8]2[NH:7][C:6]3[CH2:11][CH2:12][N:13]([C:16]([O:18][C:19]([CH3:22])([CH3:21])[CH3:20])=[O:17])[CH2:14][CH2:15][C:5]=3[C:4]=2[C:3]=1[Cl:23].[H-].[Na+].Br[CH2:27][CH2:28][O:29][C:30]1[CH:35]=[CH:34][CH:33]=[CH:32][CH:31]=1. (3) Given the product [F:7][C:8]1[CH:9]=[CH:10][C:11]([CH:14]2[CH2:19][CH2:18][NH:17][CH2:16][CH:15]2[CH2:21][OH:26])=[CH:12][CH:13]=1, predict the reactants needed to synthesize it. The reactants are: [H-].[Al+3].[Li+].[H-].[H-].[H-].[F:7][C:8]1[CH:13]=[CH:12][C:11]([C@@H:14]2[CH2:19][C:18](=O)[NH:17][CH2:16][C@H:15]2[CH2:21]CC(O)=O)=[CH:10][CH:9]=1.[O:26]1CCCC1. (4) Given the product [Br:1][C:2]1[CH:11]=[CH:10][C:9]2[C:4](=[CH:5][CH:6]=[C:7]([CH3:22])[CH:8]=2)[CH:3]=1, predict the reactants needed to synthesize it. The reactants are: [Br:1][C:2]1[CH:3]=[C:4]2[C:9](=[CH:10][CH:11]=1)[CH:8]=[C:7](OS(C(F)(F)F)(=O)=O)[CH:6]=[CH:5]2.[Br-].[Li+].[CH3:22][Mg]Br. (5) Given the product [C:15]1([CH2:21][CH2:22][CH2:23][NH:24][CH:2]2[CH2:7][CH2:6][N:5]([C:8]([O:10][C:11]([CH3:14])([CH3:13])[CH3:12])=[O:9])[CH2:4][CH2:3]2)[CH:20]=[CH:19][CH:18]=[CH:17][CH:16]=1, predict the reactants needed to synthesize it. The reactants are: O=[C:2]1[CH2:7][CH2:6][N:5]([C:8]([O:10][C:11]([CH3:14])([CH3:13])[CH3:12])=[O:9])[CH2:4][CH2:3]1.[C:15]1([CH2:21][CH2:22][CH2:23][NH2:24])[CH:20]=[CH:19][CH:18]=[CH:17][CH:16]=1.C(O)(=O)C.[BH3-]C#N.[Na+].